Dataset: NCI-60 drug combinations with 297,098 pairs across 59 cell lines. Task: Regression. Given two drug SMILES strings and cell line genomic features, predict the synergy score measuring deviation from expected non-interaction effect. (1) Drug 1: COC1=C(C=C2C(=C1)N=CN=C2NC3=CC(=C(C=C3)F)Cl)OCCCN4CCOCC4. Drug 2: C1=CN(C=N1)CC(O)(P(=O)(O)O)P(=O)(O)O. Cell line: SF-295. Synergy scores: CSS=2.15, Synergy_ZIP=-3.14, Synergy_Bliss=-3.39, Synergy_Loewe=-1.79, Synergy_HSA=-1.65. (2) Drug 1: C1=CC=C(C=C1)NC(=O)CCCCCCC(=O)NO. Drug 2: C(CCl)NC(=O)N(CCCl)N=O. Cell line: A498. Synergy scores: CSS=10.4, Synergy_ZIP=-5.08, Synergy_Bliss=-4.06, Synergy_Loewe=-71.0, Synergy_HSA=-5.35. (3) Drug 1: COC1=C(C=C2C(=C1)N=CN=C2NC3=CC(=C(C=C3)F)Cl)OCCCN4CCOCC4. Drug 2: C1=NC2=C(N=C(N=C2N1C3C(C(C(O3)CO)O)F)Cl)N. Cell line: LOX IMVI. Synergy scores: CSS=38.7, Synergy_ZIP=2.34, Synergy_Bliss=3.17, Synergy_Loewe=-10.6, Synergy_HSA=2.06. (4) Drug 1: CC1=C2C(C(=O)C3(C(CC4C(C3C(C(C2(C)C)(CC1OC(=O)C(C(C5=CC=CC=C5)NC(=O)OC(C)(C)C)O)O)OC(=O)C6=CC=CC=C6)(CO4)OC(=O)C)O)C)O. Drug 2: CCN(CC)CCNC(=O)C1=C(NC(=C1C)C=C2C3=C(C=CC(=C3)F)NC2=O)C. Cell line: K-562. Synergy scores: CSS=11.6, Synergy_ZIP=17.4, Synergy_Bliss=17.4, Synergy_Loewe=8.00, Synergy_HSA=12.1. (5) Drug 1: CC1=C(C=C(C=C1)C(=O)NC2=CC(=CC(=C2)C(F)(F)F)N3C=C(N=C3)C)NC4=NC=CC(=N4)C5=CN=CC=C5. Drug 2: COC1=C2C(=CC3=C1OC=C3)C=CC(=O)O2. Cell line: SF-268. Synergy scores: CSS=-1.35, Synergy_ZIP=3.73, Synergy_Bliss=5.68, Synergy_Loewe=-1.18, Synergy_HSA=-0.863. (6) Drug 1: C1CC(=O)NC(=O)C1N2CC3=C(C2=O)C=CC=C3N. Drug 2: COC1=C(C=C2C(=C1)N=CN=C2NC3=CC(=C(C=C3)F)Cl)OCCCN4CCOCC4. Cell line: SR. Synergy scores: CSS=21.6, Synergy_ZIP=1.24, Synergy_Bliss=4.57, Synergy_Loewe=6.08, Synergy_HSA=6.73. (7) Drug 1: C#CCC(CC1=CN=C2C(=N1)C(=NC(=N2)N)N)C3=CC=C(C=C3)C(=O)NC(CCC(=O)O)C(=O)O. Drug 2: CN(CC1=CN=C2C(=N1)C(=NC(=N2)N)N)C3=CC=C(C=C3)C(=O)NC(CCC(=O)O)C(=O)O. Cell line: U251. Synergy scores: CSS=57.5, Synergy_ZIP=7.19, Synergy_Bliss=8.23, Synergy_Loewe=5.21, Synergy_HSA=8.26.